From a dataset of Reaction yield outcomes from USPTO patents with 853,638 reactions. Predict the reaction yield, written as a fraction of the theoretical maximum amount of product (1.0 means a 100% yield; for example, 0.34 means a 34% yield). (1) The reactants are Cl[C:2]1[C:3](=[O:25])[O:4][C:5]([CH2:14][CH2:15][C:16]2[CH:21]=[CH:20][C:19]([O:22][CH3:23])=[C:18]([Cl:24])[CH:17]=2)([CH:9]2[CH2:13][CH2:12][CH2:11][CH2:10]2)[CH2:6][C:7]=1[OH:8].[Cl:26][C:27]1[CH:39]=[CH:38][C:30]2[N:31]([CH:35]([CH3:37])[CH3:36])[C:32]([SH:34])=[N:33][C:29]=2[CH:28]=1.CCN(CC)CC. No catalyst specified. The product is [Cl:26][C:27]1[CH:39]=[CH:38][C:30]2[N:31]([CH:35]([CH3:37])[CH3:36])[C:32]([S:34][C:2]3[C:3](=[O:25])[O:4][C:5]([CH2:14][CH2:15][C:16]4[CH:21]=[CH:20][C:19]([O:22][CH3:23])=[C:18]([Cl:24])[CH:17]=4)([CH:9]4[CH2:13][CH2:12][CH2:11][CH2:10]4)[CH2:6][C:7]=3[OH:8])=[N:33][C:29]=2[CH:28]=1. The yield is 0.110. (2) The reactants are [NH2:1][CH:2]1[CH2:7][CH2:6][N:5]([CH2:8][C:9]2[CH:14]=[CH:13][CH:12]=[CH:11][CH:10]=2)[CH2:4][CH2:3]1.C([O-])([O-])=O.[K+].[K+].Br[CH2:22][CH2:23][O:24][CH2:25][CH2:26]Br. The catalyst is CN(C=O)C. The product is [CH2:8]([N:5]1[CH2:6][CH2:7][CH:2]([N:1]2[CH2:26][CH2:25][O:24][CH2:23][CH2:22]2)[CH2:3][CH2:4]1)[C:9]1[CH:14]=[CH:13][CH:12]=[CH:11][CH:10]=1. The yield is 0.870. (3) The reactants are Br[CH2:2][CH2:3][CH:4]=[C:5]1[C:15]2[C:10](=[N:11][CH:12]=[CH:13][CH:14]=2)[O:9][C:8]2[CH:16]=[CH:17][CH:18]=[C:19]([OH:20])[C:7]=2[CH2:6]1.[F:21][C:22]1[CH:27]=[CH:26][C:25]([C:28]2([OH:34])[CH2:33][CH2:32][NH:31][CH2:30][CH2:29]2)=[CH:24][CH:23]=1.C(N(CC)CC)C. The catalyst is CN(C=O)C. The product is [F:21][C:22]1[CH:27]=[CH:26][C:25]([C:28]2([OH:34])[CH2:29][CH2:30][N:31]([CH2:2][CH2:3][CH:4]=[C:5]3[C:15]4[C:10](=[N:11][CH:12]=[CH:13][CH:14]=4)[O:9][C:8]4[CH:16]=[CH:17][CH:18]=[C:19]([OH:20])[C:7]=4[CH2:6]3)[CH2:32][CH2:33]2)=[CH:24][CH:23]=1. The yield is 0.390. (4) The reactants are [O:1]([C:8]1[CH:9]=[CH:10][C:11]([CH2:14][OH:15])=[N:12][CH:13]=1)[C:2]1[CH:7]=[CH:6][CH:5]=[CH:4][CH:3]=1.[O-2].[Mg+4].[O-2]. The catalyst is CC(C)=O. The product is [O:1]([C:8]1[CH:9]=[CH:10][C:11]([CH:14]=[O:15])=[N:12][CH:13]=1)[C:2]1[CH:3]=[CH:4][CH:5]=[CH:6][CH:7]=1. The yield is 0.740.